Dataset: NCI-60 drug combinations with 297,098 pairs across 59 cell lines. Task: Regression. Given two drug SMILES strings and cell line genomic features, predict the synergy score measuring deviation from expected non-interaction effect. (1) Drug 1: CC1=C2C(C(=O)C3(C(CC4C(C3C(C(C2(C)C)(CC1OC(=O)C(C(C5=CC=CC=C5)NC(=O)OC(C)(C)C)O)O)OC(=O)C6=CC=CC=C6)(CO4)OC(=O)C)O)C)O. Drug 2: C1C(C(OC1N2C=NC(=NC2=O)N)CO)O. Cell line: EKVX. Synergy scores: CSS=1.14, Synergy_ZIP=-0.642, Synergy_Bliss=-1.97, Synergy_Loewe=-1.37, Synergy_HSA=-3.29. (2) Drug 1: COC1=C(C=C2C(=C1)N=CN=C2NC3=CC(=C(C=C3)F)Cl)OCCCN4CCOCC4. Drug 2: C1=C(C(=O)NC(=O)N1)N(CCCl)CCCl. Cell line: HL-60(TB). Synergy scores: CSS=70.1, Synergy_ZIP=8.16, Synergy_Bliss=5.95, Synergy_Loewe=6.29, Synergy_HSA=7.82.